This data is from Full USPTO retrosynthesis dataset with 1.9M reactions from patents (1976-2016). The task is: Predict the reactants needed to synthesize the given product. (1) Given the product [C:46]([O:41][C:38](=[O:40])[NH:39][CH:19]1[CH2:20][CH2:21][N:16]([C:13]2[CH:12]=[CH:11][C:10]([C:8](=[O:9])[NH:7][C:5]3[S:6][C:2]([CH3:1])=[C:3]([C:32]4[CH:37]=[CH:36][CH:35]=[CH:34][CH:33]=4)[N:4]=3)=[CH:15][N:14]=2)[CH2:17][CH2:18]1)([CH3:62])([CH3:47])[CH3:45], predict the reactants needed to synthesize it. The reactants are: [CH3:1][C:2]1[S:6][C:5]([NH:7][C:8]([C:10]2[CH:11]=[CH:12][C:13]([N:16]3[CH2:21][CH2:20][CH:19](C4C=CC=C(C(F)(F)F)C=4)[CH2:18][CH2:17]3)=[N:14][CH:15]=2)=[O:9])=[N:4][C:3]=1[C:32]1[CH:37]=[CH:36][CH:35]=[CH:34][CH:33]=1.[C:38](=[O:41])([OH:40])[NH2:39].ClC1C=[CH:62][C:46]([C:47](NC2SC(C)=[C:47]([C:46]3[CH:62]=CC=C[CH:45]=3)N=2)=O)=[CH:45]N=1.N1CCC(NC(=O)O)CC1. (2) Given the product [CH3:13][N:12]1[C:3]2[C:4]([C:5]([O:7][CH3:8])=[O:6])=[CH:9][CH:10]=[CH:11][C:2]=2[NH:1][C:14]1=[O:15], predict the reactants needed to synthesize it. The reactants are: [NH2:1][C:2]1[C:3]([NH:12][CH3:13])=[C:4]([CH:9]=[CH:10][CH:11]=1)[C:5]([O:7][CH3:8])=[O:6].[C:14](N1C=CN=C1)(N1C=CN=C1)=[O:15]. (3) Given the product [N:1]1([C:10]([C:12]2[CH:13]=[CH:14][C:15]([NH:18][C:19]3[S:23][N:22]=[C:21]([OH:24])[C:20]=3[C:25]([NH:27][CH:28]([CH3:31])[CH2:29][OH:30])=[NH:26])=[CH:16][CH:17]=2)=[O:11])[C:9]2[C:4](=[CH:5][CH:6]=[CH:7][CH:8]=2)[CH2:3][CH2:2]1, predict the reactants needed to synthesize it. The reactants are: [N:1]1([C:10]([C:12]2[CH:17]=[CH:16][C:15]([NH:18][C:19]3[S:23][N:22]=[C:21]([OH:24])[C:20]=3[C:25]#[N:26])=[CH:14][CH:13]=2)=[O:11])[C:9]2[C:4](=[CH:5][CH:6]=[CH:7][CH:8]=2)[CH2:3][CH2:2]1.[NH2:27][CH:28]([CH3:31])[CH2:29][OH:30]. (4) Given the product [CH2:16]([O:18][C:19](=[O:22])[CH:20]=[CH:21][C:2]1[CH:7]=[N:6][C:5]([C:8]2[CH:13]=[CH:12][C:11]([F:14])=[CH:10][CH:9]=2)=[CH:4][CH:3]=1)[CH3:17], predict the reactants needed to synthesize it. The reactants are: Br[C:2]1[CH:3]=[CH:4][C:5]([C:8]2[CH:13]=[CH:12][C:11]([F:14])=[CH:10][CH:9]=2)=[N:6][CH:7]=1.P.[CH2:16]([O:18][C:19](=[O:22])[CH:20]=[CH2:21])[CH3:17]. (5) Given the product [Cl:8][C:4]1[CH:5]=[CH:6][CH:7]=[C:2]([Cl:1])[C:3]=1[CH2:9][O:10][C:11]1[CH:16]=[CH:15][C:14]2[C:17]3([CH2:23][O:24][C:13]=2[CH:12]=1)[CH2:18][CH2:19][N:20]([CH2:36][CH2:35][C:34]#[N:37])[CH2:21][CH2:22]3, predict the reactants needed to synthesize it. The reactants are: [Cl:1][C:2]1[CH:7]=[CH:6][CH:5]=[C:4]([Cl:8])[C:3]=1[CH2:9][O:10][C:11]1[CH:16]=[CH:15][C:14]2[C:17]3([CH2:23][O:24][C:13]=2[CH:12]=1)[CH2:22][CH2:21][NH:20][CH2:19][CH2:18]3.C(N(C(C)C)C(C)C)C.[C:34](#[N:37])[CH:35]=[CH2:36]. (6) Given the product [Br:8][C:9]1[CH:10]=[C:5]2[CH:4]=[N:3][N:2]([CH3:1])[C:6]2=[N:7][CH:12]=1, predict the reactants needed to synthesize it. The reactants are: [CH3:1][N:2]1[C:6]([NH2:7])=[CH:5][CH:4]=[N:3]1.[Br:8][CH:9]([CH:12]=O)[CH:10]=O.S(=O)(=O)(O)O.